This data is from Full USPTO retrosynthesis dataset with 1.9M reactions from patents (1976-2016). The task is: Predict the reactants needed to synthesize the given product. (1) The reactants are: C(N(C(C)C)CC)(C)C.FC(F)(F)C(O)=O.[CH3:17][O:18][C:19](=[O:38])[CH2:20][C:21]1[CH:30]=[C:29]([CH:31]2[CH2:36][CH2:35][NH:34][CH2:33][CH2:32]2)[C:28]2[C:23](=[CH:24][CH:25]=[C:26]([F:37])[CH:27]=2)[CH:22]=1.[C:39]1([CH3:49])[CH:44]=[CH:43][C:42]([S:45](Cl)(=[O:47])=[O:46])=[CH:41][CH:40]=1. Given the product [CH3:17][O:18][C:19](=[O:38])[CH2:20][C:21]1[CH:30]=[C:29]([CH:31]2[CH2:36][CH2:35][N:34]([S:45]([C:42]3[CH:43]=[CH:44][C:39]([CH3:49])=[CH:40][CH:41]=3)(=[O:47])=[O:46])[CH2:33][CH2:32]2)[C:28]2[C:23](=[CH:24][CH:25]=[C:26]([F:37])[CH:27]=2)[CH:22]=1, predict the reactants needed to synthesize it. (2) Given the product [C:1]([C:4]1[C:13]2[C:8](=[CH:9][CH:10]=[CH:11][CH:12]=2)[C:7]([C:14]([NH:30][CH2:31][C:32](=[O:33])[NH:34][CH2:35][C:36]([F:39])([F:38])[F:37])=[O:16])=[CH:6][CH:5]=1)(=[O:3])[CH3:2], predict the reactants needed to synthesize it. The reactants are: [C:1]([C:4]1[C:13]2[C:8](=[CH:9][CH:10]=[CH:11][CH:12]=2)[C:7]([C:14]([OH:16])=O)=[CH:6][CH:5]=1)(=[O:3])[CH3:2].C1N=CN(C(N2C=NC=C2)=O)C=1.Cl.[NH2:30][CH2:31][C:32]([NH:34][CH2:35][C:36]([F:39])([F:38])[F:37])=[O:33]. (3) Given the product [CH3:4][C:2]([C:5]1[C:10]([NH:11][C:12]([C:14]2[C:23](=[O:24])[C:22]3[CH:21]=[CH:20][CH:19]=[CH:18][C:17]=3[NH:16][CH:15]=2)=[O:13])=[CH:9][C:8]([OH:25])=[C:7]([C:26]([CH3:29])([CH3:28])[CH3:27])[CH:6]=1)([CH3:1])[CH3:3], predict the reactants needed to synthesize it. The reactants are: [CH3:1][C:2]([C:5]1[C:10]([NH:11][C:12]([C:14]2[C:23](=[O:24])[C:22]3[CH:21]=[CH:20][CH:19]=[CH:18][C:17]=3[NH:16][CH:15]=2)=[O:13])=[CH:9][C:8]([OH:25])=[C:7]([C:26]([CH3:29])([CH3:28])[CH3:27])[CH:6]=1)([CH3:4])[CH3:3].CO. (4) Given the product [CH:1]1([CH2:4][O:5][C:6]2[CH:7]=[C:8]([CH:13]=[C:14]([N:16]([CH2:21][CH2:22][N:23]3[CH2:24][CH2:25][O:26][CH2:27][CH2:28]3)[S:17]([CH3:20])(=[O:18])=[O:19])[CH:15]=2)[C:9]([OH:11])=[O:10])[CH2:3][CH2:2]1, predict the reactants needed to synthesize it. The reactants are: [CH:1]1([CH2:4][O:5][C:6]2[CH:7]=[C:8]([CH:13]=[C:14]([N:16]([CH2:21][CH2:22][N:23]3[CH2:28][CH2:27][O:26][CH2:25][CH2:24]3)[S:17]([CH3:20])(=[O:19])=[O:18])[CH:15]=2)[C:9]([O:11]C)=[O:10])[CH2:3][CH2:2]1.[OH-].[Na+].